From a dataset of Catalyst prediction with 721,799 reactions and 888 catalyst types from USPTO. Predict which catalyst facilitates the given reaction. (1) Reactant: [C:1]([C:3]1[CH:12]=[C:11]2[C:6]([CH:7]=[CH:8][C:9](=[O:31])[N:10]2[CH2:13][CH2:14][N:15]2[CH2:20][CH2:19][C@@H:18]([NH:21]C(=O)OC(C)(C)C)[C@H:17]([O:29][CH3:30])[CH2:16]2)=[CH:5][CH:4]=1)#[N:2].FC(F)(F)C(O)=O. Product: [NH2:21][C@@H:18]1[CH2:19][CH2:20][N:15]([CH2:14][CH2:13][N:10]2[C:11]3[C:6](=[CH:5][CH:4]=[C:3]([C:1]#[N:2])[CH:12]=3)[CH:7]=[CH:8][C:9]2=[O:31])[CH2:16][C@H:17]1[O:29][CH3:30]. The catalyst class is: 4. (2) Reactant: [CH2:1]([O:8][C:9]1[CH:10]=[C:11]2[C:16](=[CH:17][C:18]=1[O:19][CH3:20])[C:15](/[CH:21]=[CH:22]/[C:23]1[CH:28]=[C:27]([O:29][CH2:30][C:31]3[CH:36]=[CH:35][CH:34]=[CH:33][CH:32]=3)[C:26]([O:37][CH3:38])=[CH:25][C:24]=1[C:39]([CH3:42])([CH3:41])[CH3:40])=[N:14][CH2:13][CH2:12]2)[C:2]1[CH:7]=[CH:6][CH:5]=[CH:4][CH:3]=1.[BH4-].[Na+]. Product: [CH2:1]([O:8][C:9]1[CH:10]=[C:11]2[C:16](=[CH:17][C:18]=1[O:19][CH3:20])[CH:15](/[CH:21]=[CH:22]/[C:23]1[CH:28]=[C:27]([O:29][CH2:30][C:31]3[CH:32]=[CH:33][CH:34]=[CH:35][CH:36]=3)[C:26]([O:37][CH3:38])=[CH:25][C:24]=1[C:39]([CH3:42])([CH3:41])[CH3:40])[NH:14][CH2:13][CH2:12]2)[C:2]1[CH:7]=[CH:6][CH:5]=[CH:4][CH:3]=1. The catalyst class is: 14.